This data is from Catalyst prediction with 721,799 reactions and 888 catalyst types from USPTO. The task is: Predict which catalyst facilitates the given reaction. (1) Reactant: [N+:1]([O-:4])([OH:3])=[O:2].C(OC(=O)C)(=O)C.[OH:12][CH2:13][C:14]([CH3:18])([CH2:16]O)[CH3:15].CCCCCC. Product: [CH3:15][C:14]([CH3:18])([CH2:16][O:2][N+:1]([O-:4])=[O:3])[CH2:13][OH:12]. The catalyst class is: 49. (2) Product: [F:5][C:6]1[C:7]2[O:32][N:31]=[C:30]([N:33]3[CH:37]=[C:36]([CH2:38][OH:39])[CH:35]=[N:34]3)[C:8]=2[CH:9]=[C:10]2[C:23]=1[N:22]1[CH2:24][C@@H:25]([CH3:29])[O:26][C@@H:27]([CH3:28])[C@@H:21]1[C:12]1([C:17](=[O:18])[NH:16][C:15](=[O:19])[NH:14][C:13]1=[O:20])[CH2:11]2. The catalyst class is: 30. Reactant: [BH4-].[Li+].CO.[F:5][C:6]1[C:7]2[O:32][N:31]=[C:30]([N:33]3[CH:37]=[C:36]([C:38](OCC)=[O:39])[CH:35]=[N:34]3)[C:8]=2[CH:9]=[C:10]2[C:23]=1[N:22]1[CH2:24][C@@H:25]([CH3:29])[O:26][C@@H:27]([CH3:28])[C@@H:21]1[C:12]1([C:17](=[O:18])[NH:16][C:15](=[O:19])[NH:14][C:13]1=[O:20])[CH2:11]2. (3) Reactant: [Br:1][C:2]1[CH:10]=[C:9]2[C:5]([C:6](=[O:12])[C:7](=[O:11])[NH:8]2)=[CH:4][CH:3]=1.[CH2:13](O)[CH2:14][OH:15].CC1C=CC(S(O)(=O)=O)=CC=1. Product: [Br:1][C:2]1[CH:10]=[C:9]2[C:5]([C:6]3([O:15][CH2:14][CH2:13][O:12]3)[C:7](=[O:11])[NH:8]2)=[CH:4][CH:3]=1. The catalyst class is: 11.